Task: Predict hERG channel inhibition at various concentrations.. Dataset: hERG Central: cardiac toxicity at 1µM, 10µM, and general inhibition (1) The drug is COc1cccc(OC)c1C(=O)Nc1ccccc1N1CCCC1. Results: hERG_inhib (hERG inhibition (general)): blocker. (2) The drug is CCC1(CC)NC(=O)N(CC(=O)OC(C)C(=O)Nc2ccc(Cl)cn2)C1=O. Results: hERG_inhib (hERG inhibition (general)): blocker. (3) The molecule is Cn1nc(C(F)(F)F)c(-c2cccc(C(F)(F)F)c2)c1NC(=O)c1ccco1. Results: hERG_inhib (hERG inhibition (general)): blocker.